Dataset: Catalyst prediction with 721,799 reactions and 888 catalyst types from USPTO. Task: Predict which catalyst facilitates the given reaction. (1) Reactant: [F:1][C:2]1[CH:7]=[C:6]([I:8])[CH:5]=[CH:4][C:3]=1[NH:9][C:10]1[CH:19]=[N:18][CH:17]=[CH:16][C:11]=1[C:12]([NH:14][NH2:15])=[O:13].N1([C:25](N2C=CN=C2)=[O:26])C=CN=C1. Product: [F:1][C:2]1[CH:7]=[C:6]([I:8])[CH:5]=[CH:4][C:3]=1[NH:9][C:10]1[CH:19]=[N:18][CH:17]=[CH:16][C:11]=1[C:12]1[O:13][C:25](=[O:26])[NH:15][N:14]=1. The catalyst class is: 1. (2) Reactant: [N:1]1([C:10]2[N:18]=[C:17]3[C:13]([NH:14][C:15](=[O:37])[N:16]3[CH:19]3[CH2:27][CH2:26][CH2:25][C:24]4[N:23](S(C5C=CC=CC=5)(=O)=O)[CH:22]=[CH:21][C:20]3=4)=[CH:12][N:11]=2)[C:5]2[CH:6]=[CH:7][CH:8]=[CH:9][C:4]=2[N:3]=[CH:2]1.[OH-].[Na+]. Product: [N:1]1([C:10]2[N:18]=[C:17]3[C:13]([NH:14][C:15](=[O:37])[N:16]3[CH:19]3[CH2:27][CH2:26][CH2:25][C:24]4[NH:23][CH:22]=[CH:21][C:20]3=4)=[CH:12][N:11]=2)[C:5]2[CH:6]=[CH:7][CH:8]=[CH:9][C:4]=2[N:3]=[CH:2]1. The catalyst class is: 5. (3) Reactant: [OH:1][CH2:2][CH:3]1[NH:8][CH2:7][CH2:6][N:5]([C:9]([O:11][CH2:12][C:13]2[CH:18]=[CH:17][CH:16]=[CH:15][CH:14]=2)=[O:10])[CH2:4]1.C=O.[BH-](OC(C)=O)(OC(C)=O)O[C:23](C)=O.[Na+].C(=O)([O-])[O-].[Na+].[Na+]. Product: [OH:1][CH2:2][CH:3]1[N:8]([CH3:23])[CH2:7][CH2:6][N:5]([C:9]([O:11][CH2:12][C:13]2[CH:18]=[CH:17][CH:16]=[CH:15][CH:14]=2)=[O:10])[CH2:4]1. The catalyst class is: 144. (4) Reactant: C(OC([N:8]1[CH2:13][CH2:12][CH2:11][CH:10]([C:14]2[S:15][CH:16]=[C:17]([C:19]([N:21]3[CH2:27][CH2:26][CH2:25][CH2:24][CH2:23][CH2:22]3)=[O:20])[CH:18]=2)[CH2:9]1)=O)(C)(C)C. Product: [N:21]1([C:19]([C:17]2[CH:18]=[C:14]([CH:10]3[CH2:11][CH2:12][CH2:13][NH:8][CH2:9]3)[S:15][CH:16]=2)=[O:20])[CH2:22][CH2:23][CH2:24][CH2:25][CH2:26][CH2:27]1. The catalyst class is: 137. (5) Reactant: [CH2:1]([O:8][C:9]([N:11]1[CH2:16][CH2:15][C:14](=O)[CH2:13][CH2:12]1)=[O:10])[C:2]1[CH:7]=[CH:6][CH:5]=[CH:4][CH:3]=1.C([O-])=O.[NH4+:21].[C:22]([OH:28])(=[O:27])[CH2:23]C(O)=O. Product: [CH2:1]([O:8][C:9]([N:11]1[CH2:16][CH2:15][C:14]([NH2:21])([CH2:23][C:22]([OH:28])=[O:27])[CH2:13][CH2:12]1)=[O:10])[C:2]1[CH:7]=[CH:6][CH:5]=[CH:4][CH:3]=1. The catalyst class is: 5. (6) Reactant: [CH3:1][C:2]1[N:3]=[C:4]([N:9]2[CH2:13][CH2:12][N:11]([CH2:14][C:15]3[CH:20]=[CH:19][C:18]([C:21]([F:24])([F:23])[F:22])=[CH:17][CH:16]=3)[C:10]2=[O:25])[S:5][C:6]=1[CH:7]=[O:8].C(=O)([O-])[O-].[K+].[K+].S([CH2:42][N+:43]#[C-:44])(C1C=CC(C)=CC=1)(=O)=O. Product: [CH3:1][C:2]1[N:3]=[C:4]([N:9]2[CH2:13][CH2:12][N:11]([CH2:14][C:15]3[CH:20]=[CH:19][C:18]([C:21]([F:24])([F:23])[F:22])=[CH:17][CH:16]=3)[C:10]2=[O:25])[S:5][C:6]=1[C:7]1[O:8][CH:44]=[N:43][CH:42]=1. The catalyst class is: 125. (7) Reactant: Cl.O1CCOCC1.OC(C(F)(F)F)=O.OC(C(F)(F)F)=O.[O:22]1[C:26]2[CH:27]=[CH:28][CH:29]=[CH:30][C:25]=2[N:24]=[C:23]1[N:31]1[CH2:36][CH2:35][N:34](C(OC(C)(C)C)=O)[CH2:33][CH:32]1[CH2:44][O:45][C:46]1[CH:47]=[N:48][CH:49]=[CH:50][CH:51]=1. Product: [N:48]1[CH:49]=[CH:50][CH:51]=[C:46]([O:45][CH2:44][CH:32]2[CH2:33][NH:34][CH2:35][CH2:36][N:31]2[C:23]2[O:22][C:26]3[CH:27]=[CH:28][CH:29]=[CH:30][C:25]=3[N:24]=2)[CH:47]=1. The catalyst class is: 5. (8) Reactant: [Cl:1]N1C(=O)CCC1=O.[OH:9]/[N:10]=[CH:11]/[C:12]1[CH:17]=[CH:16][C:15]([CH:18]2[CH2:23][N:22]([C:24]([O:26][C:27]([CH3:30])([CH3:29])[CH3:28])=[O:25])[CH2:21][CH2:20][N:19]2[C:31]([O:33][C:34]([CH3:37])([CH3:36])[CH3:35])=[O:32])=[CH:14][CH:13]=1. Product: [Cl:1]/[C:11](/[C:12]1[CH:13]=[CH:14][C:15]([CH:18]2[CH2:23][N:22]([C:24]([O:26][C:27]([CH3:29])([CH3:30])[CH3:28])=[O:25])[CH2:21][CH2:20][N:19]2[C:31]([O:33][C:34]([CH3:37])([CH3:36])[CH3:35])=[O:32])=[CH:16][CH:17]=1)=[N:10]\[OH:9]. The catalyst class is: 35.